This data is from Forward reaction prediction with 1.9M reactions from USPTO patents (1976-2016). The task is: Predict the product of the given reaction. (1) The product is: [C:34]([OH:33])(=[O:36])/[CH:35]=[CH:11]/[C:13]([OH:14])=[O:39].[F:1][C:2]1[CH:7]=[CH:6][CH:5]=[CH:4][C:3]=1[C:8]1[N:9]([S:15]([C:18]2[CH:23]=[CH:22][CH:21]=[CH:20][CH:19]=2)(=[O:17])=[O:16])[CH:10]=[C:11]([CH2:13][NH:45][CH3:44])[N:12]=1. Given the reactants [F:1][C:2]1[CH:7]=[CH:6][CH:5]=[CH:4][C:3]=1[C:8]1[N:9]([S:15]([C:18]2[CH:23]=[CH:22][CH:21]=[CH:20][CH:19]=2)(=[O:17])=[O:16])[CH:10]=[C:11]([CH:13]=[O:14])[N:12]=1.[C:34]([O:33][BH-]([O:33][C:34](=[O:36])[CH3:35])[O:33][C:34](=[O:36])[CH3:35])(=[O:36])[CH3:35].[Na+].C(=O)([O-])[OH:39].[Na+].Cl.[CH3:44][NH2:45], predict the reaction product. (2) Given the reactants [Si:1]([O:8][C@H:9]1[CH2:13][CH2:12][NH:11][C@@H:10]1[C@H:14]([NH:16][C:17]1[CH:22]=[CH:21][C:20]([C:23]#[N:24])=[C:19]([Cl:25])[C:18]=1[CH3:26])[CH3:15])([C:4]([CH3:7])([CH3:6])[CH3:5])([CH3:3])[CH3:2].CCN(C(C)C)C(C)C.[C:36](Cl)(Cl)=[O:37].C1(C)C=CC=CC=1, predict the reaction product. The product is: [O:8]([C@@H:9]1[C@@H:10]2[N:11]([C:36](=[O:37])[N:16]([C:17]3[CH:22]=[CH:21][C:20]([C:23]#[N:24])=[C:19]([Cl:25])[C:18]=3[CH3:26])[C@@H:14]2[CH3:15])[CH2:12][CH2:13]1)[Si:1]([C:4]([CH3:6])([CH3:7])[CH3:5])([CH3:3])[CH3:2]. (3) Given the reactants [C:1]([O:5][C:6](=[O:22])[NH:7][C:8]1[CH:13]=[C:12]([N:14]([CH3:16])[CH3:15])[C:11]([C:17]([F:20])([F:19])[F:18])=[CH:10][C:9]=1[NH2:21])([CH3:4])([CH3:3])[CH3:2].C([O:27][C:28](=O)[CH2:29][C:30](=[O:42])[C:31]1[CH:36]=[CH:35][CH:34]=[C:33]([N:37]2[CH:41]=[CH:40][CH:39]=[N:38]2)[CH:32]=1)(C)(C)C, predict the reaction product. The product is: [C:1]([O:5][C:6](=[O:22])[NH:7][C:8]1[CH:13]=[C:12]([N:14]([CH3:16])[CH3:15])[C:11]([C:17]([F:20])([F:19])[F:18])=[CH:10][C:9]=1[NH:21][C:28](=[O:27])[CH2:29][C:30](=[O:42])[C:31]1[CH:36]=[CH:35][CH:34]=[C:33]([N:37]2[CH:41]=[CH:40][CH:39]=[N:38]2)[CH:32]=1)([CH3:4])([CH3:2])[CH3:3]. (4) Given the reactants [C:1]([O:5][C:6]([NH:8][C@:9]1([C:14]([OH:16])=O)[CH2:11][C@H:10]1[CH:12]=[CH2:13])=[O:7])([CH3:4])([CH3:3])[CH3:2].C(C1NC=CN=1)(C1NC=CN=1)=O.[CH2:29]([O:36][C:37]1[CH:38]=[C:39]([S:43]([NH2:46])(=[O:45])=[O:44])[CH:40]=[CH:41][CH:42]=1)[C:30]1[CH:35]=[CH:34][CH:33]=[CH:32][CH:31]=1.C1CCN2C(=NCCC2)CC1, predict the reaction product. The product is: [C:1]([O:5][C:6](=[O:7])[NH:8][C@:9]1([C:14]([NH:46][S:43]([C:39]2[CH:40]=[CH:41][CH:42]=[C:37]([O:36][CH2:29][C:30]3[CH:35]=[CH:34][CH:33]=[CH:32][CH:31]=3)[CH:38]=2)(=[O:44])=[O:45])=[O:16])[CH2:11][C@H:10]1[CH:12]=[CH2:13])([CH3:2])([CH3:3])[CH3:4].